The task is: Predict the product of the given reaction.. This data is from Forward reaction prediction with 1.9M reactions from USPTO patents (1976-2016). Given the reactants C([O:3][C:4]([C:6]1[C:7]([NH2:26])=[C:8]2[C:14]([C:15]3[CH:20]=[CH:19][C:18]([CH3:21])=[CH:17][CH:16]=3)=[N:13][N:12]([C:22]([CH3:25])([CH3:24])[CH3:23])[C:9]2=[N:10][CH:11]=1)=[O:5])C.[OH-].[Na+], predict the reaction product. The product is: [NH2:26][C:7]1[C:6]([C:4]([OH:5])=[O:3])=[CH:11][N:10]=[C:9]2[N:12]([C:22]([CH3:25])([CH3:24])[CH3:23])[N:13]=[C:14]([C:15]3[CH:20]=[CH:19][C:18]([CH3:21])=[CH:17][CH:16]=3)[C:8]=12.